Dataset: Peptide-MHC class I binding affinity with 185,985 pairs from IEDB/IMGT. Task: Regression. Given a peptide amino acid sequence and an MHC pseudo amino acid sequence, predict their binding affinity value. This is MHC class I binding data. (1) The peptide sequence is KDLQKVCYV. The MHC is Mamu-A11 with pseudo-sequence Mamu-A11. The binding affinity (normalized) is 0.439. (2) The peptide sequence is QLAMTDTTPF. The MHC is HLA-B15:01 with pseudo-sequence HLA-B15:01. The binding affinity (normalized) is 0.921. (3) The peptide sequence is LACAGLAYK. The MHC is HLA-A03:01 with pseudo-sequence HLA-A03:01. The binding affinity (normalized) is 0.436. (4) The peptide sequence is HPSDGKCNL. The MHC is HLA-B54:01 with pseudo-sequence HLA-B54:01. The binding affinity (normalized) is 0.149. (5) The peptide sequence is LPTWLGAAI. The MHC is HLA-B27:05 with pseudo-sequence HLA-B27:05. The binding affinity (normalized) is 0.0847.